From a dataset of Full USPTO retrosynthesis dataset with 1.9M reactions from patents (1976-2016). Predict the reactants needed to synthesize the given product. (1) The reactants are: [C:1]([C:4]1[C:34](=[O:35])[C@@:8]2([CH3:36])[C:9]3[C:15]([OH:16])=[CH:14][C:13]([O:17][CH3:18])=[C:12]([C:19]([NH:21][CH2:22][C:23]4[C:32]5[C:27](=[CH:28][CH:29]=[CH:30][CH:31]=5)[CH:26]=[CH:25][C:24]=4[CH3:33])=[O:20])[C:10]=3[O:11][C:7]2=[CH:6][C:5]=1[OH:37])(=O)[CH3:2].[CH3:38][NH2:39]. Given the product [OH:16][C:15]1[C:9]2[C@:8]3([CH3:36])[C:34](=[O:35])[C:4](/[C:1](=[N:39]/[CH3:38])/[CH3:2])=[C:5]([OH:37])[CH:6]=[C:7]3[O:11][C:10]=2[C:12]([C:19]([NH:21][CH2:22][C:23]2[C:32]3[C:27](=[CH:28][CH:29]=[CH:30][CH:31]=3)[CH:26]=[CH:25][C:24]=2[CH3:33])=[O:20])=[C:13]([O:17][CH3:18])[CH:14]=1, predict the reactants needed to synthesize it. (2) Given the product [F:30][C:2]([F:1])([F:31])[C:3]1[CH:4]=[C:5]([CH:27]=[CH:28][CH:29]=1)[CH2:6][N:7]1[CH2:11][CH2:10][CH2:9][C@@H:8]1[C:12]([NH:14][C@H:15]([C:17]1[CH:26]=[CH:25][C:20]([C:21]([O-:23])=[O:22])=[CH:19][CH:18]=1)[CH3:16])=[O:13].[Li+:33], predict the reactants needed to synthesize it. The reactants are: [F:1][C:2]([F:31])([F:30])[C:3]1[CH:4]=[C:5]([CH:27]=[CH:28][CH:29]=1)[CH2:6][N:7]1[CH2:11][CH2:10][CH2:9][C@@H:8]1[C:12]([NH:14][C@H:15]([C:17]1[CH:26]=[CH:25][C:20]([C:21]([O:23]C)=[O:22])=[CH:19][CH:18]=1)[CH3:16])=[O:13].O[Li:33].O. (3) Given the product [Br:25][C:26]1[C:34]2[C:29](=[CH:30][CH:31]=[C:32]([C:35]([NH:57][C@@H:58]3[CH2:63][CH2:62][CH2:61][N:60]([C:64]([O:66][CH2:67][C:68]4[CH:73]=[CH:72][CH:71]=[CH:70][CH:69]=4)=[O:65])[CH2:59]3)=[O:36])[CH:33]=2)[N:28]([C:38]([C:45]2[CH:46]=[CH:47][CH:48]=[CH:49][CH:50]=2)([C:51]2[CH:52]=[CH:53][CH:54]=[CH:55][CH:56]=2)[C:39]2[CH:44]=[CH:43][CH:42]=[CH:41][CH:40]=2)[N:27]=1, predict the reactants needed to synthesize it. The reactants are: F[P-](F)(F)(F)(F)F.N1(OC(N(C)C)=[N+](C)C)C2N=CC=CC=2N=N1.[Br:25][C:26]1[C:34]2[C:29](=[CH:30][CH:31]=[C:32]([C:35](O)=[O:36])[CH:33]=2)[N:28]([C:38]([C:51]2[CH:56]=[CH:55][CH:54]=[CH:53][CH:52]=2)([C:45]2[CH:50]=[CH:49][CH:48]=[CH:47][CH:46]=2)[C:39]2[CH:44]=[CH:43][CH:42]=[CH:41][CH:40]=2)[N:27]=1.[NH2:57][C@@H:58]1[CH2:63][CH2:62][CH2:61][N:60]([C:64]([O:66][CH2:67][C:68]2[CH:73]=[CH:72][CH:71]=[CH:70][CH:69]=2)=[O:65])[CH2:59]1.C(N(C(C)C)CC)(C)C. (4) Given the product [NH2:3][CH2:12][C@H:13]1[O:17][C:16]([CH3:18])([CH3:19])[O:15][C@@H:14]1[CH2:20][NH:21][C:22](=[O:28])[O:23][C:24]([CH3:27])([CH3:26])[CH3:25], predict the reactants needed to synthesize it. The reactants are: O=C1C2C(=CC=CC=2)C(=O)[N:3]1[CH2:12][C@H:13]1[O:17][C:16]([CH3:19])([CH3:18])[O:15][C@@H:14]1[CH2:20][NH:21][C:22](=[O:28])[O:23][C:24]([CH3:27])([CH3:26])[CH3:25].NN.